From a dataset of Reaction yield outcomes from USPTO patents with 853,638 reactions. Predict the reaction yield, written as a fraction of the theoretical maximum amount of product (1.0 means a 100% yield; for example, 0.34 means a 34% yield). (1) The catalyst is C(O)(C(F)(F)F)=O.C(Cl)Cl. The product is [CH2:1]([O:3][C:4](=[O:42])[CH:5]([N:7]([O:35][C:36]1[CH:41]=[CH:40][CH:39]=[CH:38][CH:37]=1)[PH:8]([CH2:10][C:11]([CH3:34])=[CH:12][CH2:13][C:14]1[C:15]([OH:27])=[C:16]2[C:20](=[C:21]([CH3:25])[C:22]=1[CH2:23][CH3:24])[CH2:19][O:18][C:17]2=[O:26])=[O:9])[CH3:6])[CH3:2]. The reactants are [CH2:1]([O:3][C:4](=[O:42])[CH:5]([N:7]([O:35][C:36]1[CH:41]=[CH:40][CH:39]=[CH:38][CH:37]=1)[PH:8]([CH2:10][C:11]([CH3:34])=[CH:12][CH2:13][C:14]1[C:15]([O:27]CC[Si](C)(C)C)=[C:16]2[C:20](=[C:21]([CH3:25])[C:22]=1[CH2:23][CH3:24])[CH2:19][O:18][C:17]2=[O:26])=[O:9])[CH3:6])[CH3:2].N1C=CC=CC=1. The yield is 0.870. (2) The reactants are [CH3:1][C:2]1[CH:7]=[CH:6][C:5]([N+:8]([O-:10])=[O:9])=[CH:4][C:3]=1[OH:11].[F:12][C:13]([F:25])([F:24])[O:14][C:15]1[CH:20]=[CH:19][C:18](B(O)O)=[CH:17][CH:16]=1.C(N(CC)CC)C. The catalyst is C([O-])(=O)C.[Cu+2].C([O-])(=O)C.ClCCl. The product is [CH3:1][C:2]1[CH:7]=[CH:6][C:5]([N+:8]([O-:10])=[O:9])=[CH:4][C:3]=1[O:11][C:18]1[CH:17]=[CH:16][C:15]([O:14][C:13]([F:12])([F:24])[F:25])=[CH:20][CH:19]=1. The yield is 0.206. (3) The reactants are [NH2:1][C:2]1[C:3]2[N:4]([C:8]([C@@H:26]3[CH2:30][CH2:29][CH2:28][NH:27]3)=[N:9][C:10]=2[C:11]2[CH:25]=[CH:24][C:14]([C:15]([NH:17][C:18]3[CH:23]=[CH:22][CH:21]=[CH:20][N:19]=3)=[O:16])=[CH:13][CH:12]=2)[CH:5]=[CH:6][N:7]=1.NC1C2N(C([C@@H]3CCCN3C(OCC3C=CC=CC=3)=O)=NC=2Br)C=CN=1.[F:57]C1C=CN=C(NC(=O)C2C=CC(B3OC(C)(C)C(C)(C)O3)=CC=2)C=1. No catalyst specified. The product is [NH2:1][C:2]1[C:3]2[N:4]([C:8]([C@@H:26]3[CH2:30][CH2:29][CH2:28][NH:27]3)=[N:9][C:10]=2[C:11]2[CH:25]=[CH:24][C:14]([C:15]([NH:17][C:18]3[CH:23]=[C:22]([F:57])[CH:21]=[CH:20][N:19]=3)=[O:16])=[CH:13][CH:12]=2)[CH:5]=[CH:6][N:7]=1. The yield is 0.930. (4) The reactants are Cl.Cl.[NH2:3][C@@H:4]1[C:20]2[CH:21]=[C:16]([CH:17]=[CH:18][N:19]=2)[C:15]2[N:14]([CH3:22])[N:13]=[CH:12][C:11]=2[NH:10][C:9](=O)[C@H:8]([CH3:24])[CH2:7][CH2:6][CH2:5]1.Cl. The catalyst is C1COCC1.CO.O1CCOCC1. The product is [CH3:22][N:14]1[N:13]=[CH:12][C:11]2[NH:10][CH2:9][C@H:8]([CH3:24])[CH2:7][CH2:6][CH2:5][C@H:4]([NH2:3])[C:20]3[CH:21]=[C:16]([CH:17]=[CH:18][N:19]=3)[C:15]1=2. The yield is 0.810. (5) The reactants are [C:1]([C:5]1[CH:10]=[CH:9][C:8]([N+:11]([O-:13])=[O:12])=[CH:7][C:6]=1[OH:14])([CH3:4])([CH3:3])[CH3:2].[C:15]([O-])([O-])=O.[K+].[K+].CI. The catalyst is CN(C=O)C.O. The product is [C:1]([C:5]1[CH:10]=[CH:9][C:8]([N+:11]([O-:13])=[O:12])=[CH:7][C:6]=1[O:14][CH3:15])([CH3:4])([CH3:2])[CH3:3]. The yield is 0.760. (6) The reactants are [N:1]([OH:4])=[N+]=[N-].[C:5]([O:9][C:10](OC([O-])=O)=[O:11])([CH3:8])([CH3:7])[CH3:6]. The catalyst is CO.[OH-].[OH-].[Pd+2]. The product is [C:10]([NH:1][OH:4])([O:9][C:5]([CH3:8])([CH3:7])[CH3:6])=[O:11]. The yield is 0.240.